Dataset: Catalyst prediction with 721,799 reactions and 888 catalyst types from USPTO. Task: Predict which catalyst facilitates the given reaction. (1) Reactant: [CH3:1][O:2][C:3]1[CH:36]=[C:35]([O:37][CH3:38])[CH:34]=[CH:33][C:4]=1[CH2:5][N:6]1[C:11]2[C:12]3[C:20]([O:21][CH2:22][CH2:23][C:10]=2[C:9]([OH:27])=[C:8]([C:28]([O:30]C)=[O:29])[C:7]1=[O:32])=[CH:19][C:18]1[N:17]([CH3:24])[C:16]([CH2:25][OH:26])=[CH:15][C:14]=1[CH:13]=3.[Li+].[I-].Cl. Product: [CH3:1][O:2][C:3]1[CH:36]=[C:35]([O:37][CH3:38])[CH:34]=[CH:33][C:4]=1[CH2:5][N:6]1[C:11]2[C:12]3[C:20]([O:21][CH2:22][CH2:23][C:10]=2[C:9]([OH:27])=[C:8]([C:28]([OH:30])=[O:29])[C:7]1=[O:32])=[CH:19][C:18]1[N:17]([CH3:24])[C:16]([CH2:25][OH:26])=[CH:15][C:14]=1[CH:13]=3. The catalyst class is: 25. (2) Reactant: [Br:1][C:2]1[CH:11]=[CH:10][C:9]2[C:4](=[CH:5][C:6](Br)=[CH:7][CH:8]=2)[CH:3]=1.[Li]CCCC.[CH3:18][S:19]SC.O. Product: [Br:1][C:2]1[CH:11]=[CH:10][C:9]2[C:4](=[CH:5][C:6]([S:19][CH3:18])=[CH:7][CH:8]=2)[CH:3]=1. The catalyst class is: 1.